Dataset: Forward reaction prediction with 1.9M reactions from USPTO patents (1976-2016). Task: Predict the product of the given reaction. (1) Given the reactants Cl.[CH2:2]([O:4][CH2:5][CH2:6][N:7]1[C:11]2[CH:12]=[CH:13][CH:14]=[CH:15][C:10]=2[N:9]=[C:8]1[N:16]1[CH2:22][CH2:21][CH2:20][N:19]([CH2:23][CH2:24][C:25]2([C:30]3[CH:35]=[CH:34][CH:33]=[CH:32][CH:31]=3)[CH2:29][CH2:28][NH:27][CH2:26]2)[CH2:18][CH2:17]1)[CH3:3].[CH3:36][O:37][C:38]1[CH:46]=[CH:45][C:44]([CH:47]2[C:51]([CH3:52])=[N:50][NH:49][N:48]2[CH3:53])=[CH:43][C:39]=1[C:40](O)=[O:41].O.ON1C2C=CC=CC=2N=N1.Cl.C(N=C=NCCCN(C)C)C.C(N(CC)CC)C, predict the reaction product. The product is: [CH3:36][O:37][C:38]1[CH:46]=[CH:45][C:44]([CH:47]2[C:51]([CH3:52])=[N:50][NH:49][N:48]2[CH3:53])=[CH:43][C:39]=1[C:40]([N:27]1[CH2:28][CH2:29][C:25]([CH2:24][CH2:23][N:19]2[CH2:20][CH2:21][CH2:22][N:16]([C:8]3[N:7]([CH2:6][CH2:5][O:4][CH2:2][CH3:3])[C:11]4[CH:12]=[CH:13][CH:14]=[CH:15][C:10]=4[N:9]=3)[CH2:17][CH2:18]2)([C:30]2[CH:35]=[CH:34][CH:33]=[CH:32][CH:31]=2)[CH2:26]1)=[O:41]. (2) Given the reactants O1[C:5]2([CH2:10][CH2:9][CH:8]([C:11]3[C:19]4[C:14](=[CH:15][CH:16]=[C:17]([C:20]#[N:21])[CH:18]=4)[N:13]([CH3:22])[CH:12]=3)[CH2:7][CH2:6]2)[O:4]CC1.C(=O)(O)[O-].[Na+], predict the reaction product. The product is: [C:20]([C:17]1[CH:18]=[C:19]2[C:14](=[CH:15][CH:16]=1)[N:13]([CH3:22])[CH:12]=[C:11]2[CH:8]1[CH2:9][CH2:10][C:5](=[O:4])[CH2:6][CH2:7]1)#[N:21]. (3) Given the reactants [NH2:1][C:2]1C=C[C:5]([CH:8](O)CC)=[CH:4][CH:3]=1.[CH3:12][C:13]1[CH2:18][CH2:17][CH2:16][C:15]([CH3:20])([CH3:19])[C:14]=1/[CH:21]=[CH:22]/[C:23](/[CH3:33])=[CH:24]/[CH:25]=[CH:26]/[C:27](/[CH3:32])=[CH:28]/[C:29]([OH:31])=O.C(Cl)CCl.C1C=CC2N(O)N=[N:44]C=2C=1, predict the reaction product. The product is: [CH3:32]/[C:27](/[CH:26]=[CH:25]/[CH:24]=[C:23](\[CH3:33])/[CH:22]=[CH:21]/[C:14]1[C:15]([CH3:19])([CH3:20])[CH2:16][CH2:17][CH2:18][C:13]=1[CH3:12])=[CH:28]\[C:29]([NH:44][C:4]1[CH:3]=[CH:2][N:1]=[CH:8][CH:5]=1)=[O:31]. (4) Given the reactants Cl.[NH2:2][CH2:3][CH2:4][C:5]1[CH:10]=[CH:9][N:8]([CH3:11])[C:7](=[O:12])[CH:6]=1.[CH3:13][C:14]1([CH3:30])[C:18]([CH3:20])([CH3:19])[O:17][B:16]([C:21]2[CH:29]=[CH:28][C:24]([C:25](O)=[O:26])=[CH:23][CH:22]=2)[O:15]1.CN(C(ON1N=NC2C=CC=NC1=2)=[N+](C)C)C.F[P-](F)(F)(F)(F)F.CCN(C(C)C)C(C)C, predict the reaction product. The product is: [CH3:11][N:8]1[CH:9]=[CH:10][C:5]([CH2:4][CH2:3][NH:2][C:25](=[O:26])[C:24]2[CH:23]=[CH:22][C:21]([B:16]3[O:17][C:18]([CH3:19])([CH3:20])[C:14]([CH3:30])([CH3:13])[O:15]3)=[CH:29][CH:28]=2)=[CH:6][C:7]1=[O:12]. (5) Given the reactants C([O:8][C@H:9]1[C@@:13]2([O:16][CH2:15][CH2:14]2)[C@H:12]([N:17]2[CH:22]=[CH:21][C:20](=[O:23])[NH:19][C:18]2=[O:24])[O:11][C@@H:10]1[CH2:25][O:26]CC1C=CC=CC=1)C1C=CC=CC=1, predict the reaction product. The product is: [OH:8][C@H:9]1[C@@:13]2([O:16][CH2:15][CH2:14]2)[C@H:12]([N:17]2[CH:22]=[CH:21][C:20](=[O:23])[NH:19][C:18]2=[O:24])[O:11][C@@H:10]1[CH2:25][OH:26]. (6) The product is: [C:10]1([C:9](=[N:7][CH2:6][C:5]([O:4][CH2:1][CH:2]=[CH2:3])=[O:8])[C:16]2[CH:17]=[CH:18][CH:19]=[CH:20][CH:21]=2)[CH:15]=[CH:14][CH:13]=[CH:12][CH:11]=1. Given the reactants [CH2:1]([O:4][C:5](=[O:8])[CH2:6][NH2:7])[CH:2]=[CH2:3].[C:9](=N)([C:16]1[CH:21]=[CH:20][CH:19]=[CH:18][CH:17]=1)[C:10]1[CH:15]=[CH:14][CH:13]=[CH:12][CH:11]=1, predict the reaction product. (7) The product is: [C:12]12([NH:22][C:23](=[O:24])[NH:1][C:2]3[CH:3]=[C:4]([S:8]([NH2:11])(=[O:9])=[O:10])[CH:5]=[CH:6][CH:7]=3)[CH2:21][CH:16]3[CH2:17][CH:18]([CH2:20][CH:14]([CH2:15]3)[CH2:13]1)[CH2:19]2. Given the reactants [NH2:1][C:2]1[CH:3]=[C:4]([S:8]([NH2:11])(=[O:10])=[O:9])[CH:5]=[CH:6][CH:7]=1.[C:12]12([N:22]=[C:23]=[O:24])[CH2:21][CH:16]3[CH2:17][CH:18]([CH2:20][CH:14]([CH2:15]3)[CH2:13]1)[CH2:19]2, predict the reaction product. (8) Given the reactants C(OC([N:8]1[CH2:13][CH2:12][CH:11]([C:14]2[CH:19]=[CH:18][C:17]([C:20](=[O:22])[NH2:21])=[C:16]([C:23]3[CH:28]=[CH:27][C:26]([C:29](=[O:37])[NH:30][C:31]4[CH:36]=[CH:35][CH:34]=[CH:33][CH:32]=4)=[CH:25][CH:24]=3)[N:15]=2)[CH2:10][CH2:9]1)=O)(C)(C)C.C(O)(C(F)(F)F)=O, predict the reaction product. The product is: [C:31]1([NH:30][C:29]([C:26]2[CH:27]=[CH:28][C:23]([C:16]3[N:15]=[C:14]([CH:11]4[CH2:12][CH2:13][NH:8][CH2:9][CH2:10]4)[CH:19]=[CH:18][C:17]=3[C:20]([NH2:21])=[O:22])=[CH:24][CH:25]=2)=[O:37])[CH:32]=[CH:33][CH:34]=[CH:35][CH:36]=1. (9) Given the reactants [Cl:1][C:2]1[N:7]=[CH:6][C:5](Cl)=[CH:4][N:3]=1.[F:9][C:10]([F:22])([F:21])[O:11][C:12]1[CH:17]=[CH:16][C:15](B(O)O)=[CH:14][CH:13]=1, predict the reaction product. The product is: [Cl:1][C:2]1[N:7]=[CH:6][C:5]([C:15]2[CH:14]=[CH:13][C:12]([O:11][C:10]([F:9])([F:21])[F:22])=[CH:17][CH:16]=2)=[CH:4][N:3]=1.